Dataset: Drug-target binding data from BindingDB using Ki measurements. Task: Regression. Given a target protein amino acid sequence and a drug SMILES string, predict the binding affinity score between them. We predict pKi (pKi = -log10(Ki in M); higher means stronger inhibition). Dataset: bindingdb_ki. (1) The compound is S=C(NC1CCCCC1)N1CCC(c2cnc[nH]2)CC1. The target protein sequence is MERAPPDGLMNASGTLAGEAAAAGGARGFSAAWTAVLAALMALLIVATVLGNALVMLAFVADSSLRTQNNFFLLNLAISDFLVGAFCIPLYVPYVLTGRWTFGRGLCKLWLVVDYLLCASSVFNIVLISYDRFLSVTRAVSYRAQQGDTRRAVRKMALVWVLAFLLYGPAILSWEYLSGGSSIPEGHCYAEFFYNWYFLITASTLEFFTPFLSVTFFNLSIYLNIQRRTRLRLDGGREAGPEPPPDAQPSPPPAPPSCWGCWPKGHGEAMPLHRGSKPSASSASLEKRMKMVSQSITQRFRLSRDKKVAKSLAIIVSIFGLCWAPYTLLMIIRAACHGRCIPDY. The pKi is 8.1. (2) The small molecule is CC(=O)N[C@@H](Cc1ccccc1)C(=O)N[C@@H](CCCNC(=N)N)C(=O)N[C@@H](CO)C(N)=O. The target protein sequence is MEVIVLFRIISFRQAVYFMCLFAAVSCGCLPQLHKNTFFRGGDVSAMYTPSARHCQMMCTFHPRCLLFSFLPADSTSVTDKRFGCFLKDSVTGMLPRVLRENAISGHSLKQCGHQIRACHRDIYKGIDMRGVNFNVSKVKTVEECQERCTNSIHCLFFTYATQAFNNAEYRNNCLLKHSPGGTPTSIKVLANVESGFSLKPCADSEIGCHMDIFQHLAFSDVDVARVIAPDAFVCRTICTYHPNCLFFTFYTNAWKIESQRNVCFLKTSHSGTPSFPTPQENAISGYSLLTCKQTLPEPCHSKIYSEVDFEGEELNVTFVQGANLCQETCTKTIRCQFFTYSLHPEDCRGEKCKCSLRLSSDGSPTKITHGMRASSGYSLRLCRSGDHSACATKANTRIVGGTDSFLGEWPWQVSLQAKLRAQNHLCGGSIIGHQWVLTAAHCFDGLSLPDIWRIYGGILNISEITKETPFSQVKEIIIHQNYKILESGHDIALLKLETP.... The pKi is 3.1. (3) The compound is CC(=O)N[C@H](C(=O)N[C@@H](CCC(=O)O)C(=O)N[C@@H](Cc1ccc2ccccc2c1)C(=O)N[C@@H](CS)C(=O)O)C1CCCCC1. The target protein sequence is VFTDNSSPPAVPQSFQVAHLHAPTGSGKSTKVPAAYAAQGYKVLVLNPSVAATLGFGAYMSKAHGVDPNIRTGVRTITTGSPITYSTYGKFLADGGCSGGAYDIIICDECHSTDATSILGIGTVLDQAETAGARLVVLATATPPGSVTVSHPNIEEVALSTTGEIPFYGKAIPLEVIKGGRHLIFCHSKKKCDELAAKLVALGINAVAYYRGLDVSVIPTSGDVVVVSTDALMTGFTGDFDSVIDCNTCVTQTVDFSLDPTFTIETTTLPQDAVSRTQRRGRTGRGKPGIYRFVAPGERPSGMFDSSVLCECYDAGCAWYELTPAETTVRLRAYMNTPGLPVCQDHLEFWEGVFTGLTHIDAHFLSQTKQSGENFPYLVAYQATVCARAQAPPPSWDQMWKCLIRLKPTLHGPTPLLYRLGAVQNEVT. The pKi is 6.3. (4) The target protein (P49683) has sequence MASSTTRGPRVSDLFSGLPPAVTTPANQSAEASAGNGSVAGADAPAVTPFQSLQLVHQLKGLIVLLYSVVVVVGLVGNCLLVLVIARVRRLHNVTNFLIGNLALSDVLMCTACVPLTLAYAFEPRGWVFGGGLCHLVFFLQPVTVYVSVFTLTTIAVDRYVVLVHPLRRRISLRLSAYAVLAIWALSAVLALPAAVHTYHVELKPHDVRLCEEFWGSQERQRQLYAWGLLLVTYLLPLLVILLSYVRVSVKLRNRVVPGCVTQSQADWDRARRRRTFCLLVVIVVVFAVCWLPLHVFNLLRDLDPHAIDPYAFGLVQLLCHWLAMSSACYNPFIYAWLHDSFREELRKLLVAWPRKIAPHGQNMTVSVVI. The pKi is 8.1. The drug is COn1c(NC(C)c2ccc(C(F)(F)F)cc2)nc2c(c1=O)CN(C(=O)c1cnc3ccccc3c1)CC2. (5) The compound is Cc1cc(Nc2ccc(C3CNCCO3)cc2C)ncc1Br. The target protein (Q923X8) has sequence MATDDDRFPWDQDSILSRDLLSASSMQLCYEKLNRSCVRSPYSPGPRLILYAVFGFGAVLAVCGNLLVMTSILHFRQLHSPANFLVASLACADFLVGLTVMPFSMVRSVEGCWYFGDIYCKFHSSFDGSFCYSSIFHLCFISADRYIAVSDPLIYPTRFTASVSGKCITFSWLLSIIYSFSLFYTGVNEAGLEDLVSALTCVGGCQIAVNQSWVFINFLLFLVPALVMMTVYSKIFLIAKQQAQNIEKMGKQTARASESYKDRVAKRERKAAKTLGIAVAAFLLSWLPYFIDSIIDAFLGFVTPTYVYEILVWIGYYNSAMNPLIYAFFYPWFRKAIKLIVTGKILRENSSATNLFPE. The pKi is 7.7.